This data is from NCI-60 drug combinations with 297,098 pairs across 59 cell lines. The task is: Regression. Given two drug SMILES strings and cell line genomic features, predict the synergy score measuring deviation from expected non-interaction effect. (1) Drug 1: C1=CC(=CC=C1CC(C(=O)O)N)N(CCCl)CCCl.Cl. Drug 2: C1C(C(OC1N2C=NC3=C2NC=NCC3O)CO)O. Cell line: HCC-2998. Synergy scores: CSS=2.83, Synergy_ZIP=-0.0367, Synergy_Bliss=0.146, Synergy_Loewe=-6.80, Synergy_HSA=-3.25. (2) Drug 1: C1=CC(=CC=C1CCCC(=O)O)N(CCCl)CCCl. Drug 2: CCCS(=O)(=O)NC1=C(C(=C(C=C1)F)C(=O)C2=CNC3=C2C=C(C=N3)C4=CC=C(C=C4)Cl)F. Cell line: NCI/ADR-RES. Synergy scores: CSS=17.9, Synergy_ZIP=-6.68, Synergy_Bliss=1.34, Synergy_Loewe=-2.74, Synergy_HSA=0.0570. (3) Drug 1: C1CN1P(=S)(N2CC2)N3CC3. Drug 2: C1CN(CCN1C(=O)CCBr)C(=O)CCBr. Cell line: SF-539. Synergy scores: CSS=39.0, Synergy_ZIP=-9.54, Synergy_Bliss=-1.25, Synergy_Loewe=-0.0809, Synergy_HSA=2.67.